Predict the reactants needed to synthesize the given product. From a dataset of Full USPTO retrosynthesis dataset with 1.9M reactions from patents (1976-2016). (1) Given the product [O:65]=[C:56]1[NH:55][C:54]([C:48]2[CH:49]=[CH:50][CH:51]=[CH:52][CH:53]=2)=[CH:58][N:57]1[CH:59]1[CH2:60][CH2:61][N:62]([C:1]([O:2][C@H:3]([CH2:18][C:19]2[CH:27]=[C:26]([CH3:28])[C:25]3[C:21](=[CH:22][N:23]([CH2:29][O:30][CH2:31][CH2:32][Si:33]([CH3:35])([CH3:34])[CH3:36])[N:24]=3)[CH:20]=2)[C:4](=[O:17])[N:5]2[CH2:10][CH2:9][CH:8]([N:11]3[CH2:16][CH2:15][CH2:14][CH2:13][CH2:12]3)[CH2:7][CH2:6]2)=[O:37])[CH2:63][CH2:64]1, predict the reactants needed to synthesize it. The reactants are: [C:1](=O)([O:37]C1C=CC([N+]([O-])=O)=CC=1)[O:2][C@H:3]([CH2:18][C:19]1[CH:27]=[C:26]([CH3:28])[C:25]2[C:21](=[CH:22][N:23]([CH2:29][O:30][CH2:31][CH2:32][Si:33]([CH3:36])([CH3:35])[CH3:34])[N:24]=2)[CH:20]=1)[C:4](=[O:17])[N:5]1[CH2:10][CH2:9][CH:8]([N:11]2[CH2:16][CH2:15][CH2:14][CH2:13][CH2:12]2)[CH2:7][CH2:6]1.[C:48]1([C:54]2[NH:55][C:56](=[O:65])[N:57]([CH:59]3[CH2:64][CH2:63][NH:62][CH2:61][CH2:60]3)[CH:58]=2)[CH:53]=[CH:52][CH:51]=[CH:50][CH:49]=1.C(N(C(C)C)CC)(C)C. (2) The reactants are: [C:1]1([C:7]#[C:8][C:9]2[C:13]3[CH:14]=[C:15]([CH:18]=O)[CH:16]=[CH:17][C:12]=3[O:11][CH:10]=2)[CH:6]=[CH:5][CH:4]=[CH:3][CH:2]=1.[S:20]1[CH2:24][C:23](=[O:25])[NH:22][C:21]1=[O:26]. Given the product [C:1]1([C:7]#[C:8][C:9]2[C:13]3[CH:14]=[C:15]([CH:18]=[C:24]4[S:20][C:21](=[O:26])[NH:22][C:23]4=[O:25])[CH:16]=[CH:17][C:12]=3[O:11][CH:10]=2)[CH:2]=[CH:3][CH:4]=[CH:5][CH:6]=1, predict the reactants needed to synthesize it.